Dataset: NCI-60 drug combinations with 297,098 pairs across 59 cell lines. Task: Regression. Given two drug SMILES strings and cell line genomic features, predict the synergy score measuring deviation from expected non-interaction effect. (1) Cell line: TK-10. Synergy scores: CSS=11.7, Synergy_ZIP=-4.31, Synergy_Bliss=-0.511, Synergy_Loewe=-9.37, Synergy_HSA=-2.35. Drug 2: CC1=C2C(C(=O)C3(C(CC4C(C3C(C(C2(C)C)(CC1OC(=O)C(C(C5=CC=CC=C5)NC(=O)C6=CC=CC=C6)O)O)OC(=O)C7=CC=CC=C7)(CO4)OC(=O)C)O)C)OC(=O)C. Drug 1: CN(C)N=NC1=C(NC=N1)C(=O)N. (2) Drug 1: CC=C1C(=O)NC(C(=O)OC2CC(=O)NC(C(=O)NC(CSSCCC=C2)C(=O)N1)C(C)C)C(C)C. Drug 2: CC1C(C(CC(O1)OC2CC(CC3=C2C(=C4C(=C3O)C(=O)C5=CC=CC=C5C4=O)O)(C(=O)C)O)N)O. Cell line: MCF7. Synergy scores: CSS=45.9, Synergy_ZIP=-9.69, Synergy_Bliss=-11.4, Synergy_Loewe=-3.71, Synergy_HSA=-2.25. (3) Drug 1: C1=CC(=CC=C1CCC2=CNC3=C2C(=O)NC(=N3)N)C(=O)NC(CCC(=O)O)C(=O)O. Drug 2: C1CN1P(=S)(N2CC2)N3CC3. Cell line: NCI-H522. Synergy scores: CSS=13.5, Synergy_ZIP=-11.3, Synergy_Bliss=-13.3, Synergy_Loewe=-25.0, Synergy_HSA=-11.3. (4) Drug 1: CC(CN1CC(=O)NC(=O)C1)N2CC(=O)NC(=O)C2. Drug 2: C1=NC2=C(N1)C(=S)N=C(N2)N. Cell line: K-562. Synergy scores: CSS=44.0, Synergy_ZIP=-1.32, Synergy_Bliss=0.654, Synergy_Loewe=-10.6, Synergy_HSA=1.94. (5) Drug 1: C(=O)(N)NO. Drug 2: C#CCC(CC1=CN=C2C(=N1)C(=NC(=N2)N)N)C3=CC=C(C=C3)C(=O)NC(CCC(=O)O)C(=O)O. Cell line: 786-0. Synergy scores: CSS=33.9, Synergy_ZIP=-0.695, Synergy_Bliss=0.512, Synergy_Loewe=-36.4, Synergy_HSA=-1.10. (6) Drug 1: CC(CN1CC(=O)NC(=O)C1)N2CC(=O)NC(=O)C2. Drug 2: CCC1=C2CN3C(=CC4=C(C3=O)COC(=O)C4(CC)O)C2=NC5=C1C=C(C=C5)O. Cell line: SNB-19. Synergy scores: CSS=33.1, Synergy_ZIP=-5.25, Synergy_Bliss=-6.79, Synergy_Loewe=-8.11, Synergy_HSA=-4.44. (7) Drug 1: CC1C(C(CC(O1)OC2CC(CC3=C2C(=C4C(=C3O)C(=O)C5=C(C4=O)C(=CC=C5)OC)O)(C(=O)C)O)N)O.Cl. Drug 2: C1CN1P(=S)(N2CC2)N3CC3. Cell line: SR. Synergy scores: CSS=88.2, Synergy_ZIP=-0.109, Synergy_Bliss=-1.51, Synergy_Loewe=-1.53, Synergy_HSA=1.76.